This data is from Peptide-MHC class II binding affinity with 134,281 pairs from IEDB. The task is: Regression. Given a peptide amino acid sequence and an MHC pseudo amino acid sequence, predict their binding affinity value. This is MHC class II binding data. (1) The peptide sequence is GRFVLALLSDHQDLK. The MHC is DRB1_0101 with pseudo-sequence DRB1_0101. The binding affinity (normalized) is 0.766. (2) The peptide sequence is HHMVKISGGPHISY. The MHC is DRB1_0401 with pseudo-sequence DRB1_0401. The binding affinity (normalized) is 0.118.